The task is: Predict the product of the given reaction.. This data is from Forward reaction prediction with 1.9M reactions from USPTO patents (1976-2016). (1) The product is: [CH2:8]([O:7][CH2:6][CH:2]([Cl:1])[C:3](=[O:4])[NH:36][CH2:35][C:34]([O:33][CH2:26][C:27]1[CH:32]=[CH:31][CH:30]=[CH:29][CH:28]=1)=[O:37])[C:9]1[CH:14]=[CH:13][CH:12]=[CH:11][CH:10]=1. Given the reactants [Cl:1][CH:2]([CH2:6][O:7][CH2:8][C:9]1[CH:14]=[CH:13][CH:12]=[CH:11][CH:10]=1)[C:3](Cl)=[O:4].C1(C)C=CC(S(O)(=O)=O)=CC=1.[CH2:26]([O:33][C:34](=[O:37])[CH2:35][NH2:36])[C:27]1[CH:32]=[CH:31][CH:30]=[CH:29][CH:28]=1.C(N(CC)CC)C.Cl, predict the reaction product. (2) Given the reactants [C:1]([O:5][C:6]([N:8]1[CH2:12][CH2:11][C@H:10]([F:13])[C@H:9]1[C:14]([OH:16])=O)=[O:7])([CH3:4])([CH3:3])[CH3:2].[Cl:17][C:18]1[C:19]([F:26])=[C:20]([CH:23]=[CH:24][CH:25]=1)[CH2:21][NH2:22].CN(C(ON1N=NC2C=CC=CC1=2)=[N+](C)C)C.F[P-](F)(F)(F)(F)F.CCN(C(C)C)C(C)C, predict the reaction product. The product is: [C:1]([O:5][C:6]([N:8]1[CH2:12][CH2:11][C@H:10]([F:13])[C@H:9]1[C:14](=[O:16])[NH:22][CH2:21][C:20]1[CH:23]=[CH:24][CH:25]=[C:18]([Cl:17])[C:19]=1[F:26])=[O:7])([CH3:2])([CH3:3])[CH3:4]. (3) Given the reactants [C:1]([O:5][C:6]([NH:8][C@@H:9]([C@H:13]([O:15][CH3:16])[CH3:14])[C:10](O)=[O:11])=[O:7])([CH3:4])([CH3:3])[CH3:2].C[CH2:18][N:19](C(C)C)[CH:20](C)C.CN(C(ON1N=NC2C=CC=CC1=2)=[N+](C)C)C.F[P-](F)(F)(F)(F)F.CNC, predict the reaction product. The product is: [C:1]([O:5][C:6](=[O:7])[NH:8][C@@H:9]([C@H:13]([O:15][CH3:16])[CH3:14])[C:10]([N:19]([CH3:20])[CH3:18])=[O:11])([CH3:4])([CH3:3])[CH3:2].